From a dataset of NCI-60 drug combinations with 297,098 pairs across 59 cell lines. Regression. Given two drug SMILES strings and cell line genomic features, predict the synergy score measuring deviation from expected non-interaction effect. (1) Drug 1: CN(C)C1=NC(=NC(=N1)N(C)C)N(C)C. Drug 2: C#CCC(CC1=CN=C2C(=N1)C(=NC(=N2)N)N)C3=CC=C(C=C3)C(=O)NC(CCC(=O)O)C(=O)O. Cell line: TK-10. Synergy scores: CSS=-5.28, Synergy_ZIP=2.12, Synergy_Bliss=2.53, Synergy_Loewe=-2.05, Synergy_HSA=-2.05. (2) Drug 1: C1CN1P(=S)(N2CC2)N3CC3. Drug 2: CC1C(C(CC(O1)OC2CC(CC3=C2C(=C4C(=C3O)C(=O)C5=CC=CC=C5C4=O)O)(C(=O)C)O)N)O. Cell line: MOLT-4. Synergy scores: CSS=52.4, Synergy_ZIP=1.79, Synergy_Bliss=6.31, Synergy_Loewe=-8.55, Synergy_HSA=7.29. (3) Drug 1: CCC1(CC2CC(C3=C(CCN(C2)C1)C4=CC=CC=C4N3)(C5=C(C=C6C(=C5)C78CCN9C7C(C=CC9)(C(C(C8N6C=O)(C(=O)OC)O)OC(=O)C)CC)OC)C(=O)OC)O.OS(=O)(=O)O. Drug 2: CC1=C(N=C(N=C1N)C(CC(=O)N)NCC(C(=O)N)N)C(=O)NC(C(C2=CN=CN2)OC3C(C(C(C(O3)CO)O)O)OC4C(C(C(C(O4)CO)O)OC(=O)N)O)C(=O)NC(C)C(C(C)C(=O)NC(C(C)O)C(=O)NCCC5=NC(=CS5)C6=NC(=CS6)C(=O)NCCC[S+](C)C)O. Synergy scores: CSS=14.7, Synergy_ZIP=-3.29, Synergy_Bliss=-0.834, Synergy_Loewe=1.08, Synergy_HSA=1.25. Cell line: SW-620. (4) Drug 1: CCCS(=O)(=O)NC1=C(C(=C(C=C1)F)C(=O)C2=CNC3=C2C=C(C=N3)C4=CC=C(C=C4)Cl)F. Drug 2: COC1=CC(=CC(=C1O)OC)C2C3C(COC3=O)C(C4=CC5=C(C=C24)OCO5)OC6C(C(C7C(O6)COC(O7)C8=CC=CS8)O)O. Cell line: CCRF-CEM. Synergy scores: CSS=15.1, Synergy_ZIP=-9.77, Synergy_Bliss=-22.8, Synergy_Loewe=-56.8, Synergy_HSA=-23.8.